This data is from NCI-60 drug combinations with 297,098 pairs across 59 cell lines. The task is: Regression. Given two drug SMILES strings and cell line genomic features, predict the synergy score measuring deviation from expected non-interaction effect. (1) Drug 1: C1=CC(=CC=C1CC(C(=O)O)N)N(CCCl)CCCl.Cl. Drug 2: CC1=C2C(C(=O)C3(C(CC4C(C3C(C(C2(C)C)(CC1OC(=O)C(C(C5=CC=CC=C5)NC(=O)OC(C)(C)C)O)O)OC(=O)C6=CC=CC=C6)(CO4)OC(=O)C)O)C)O. Cell line: HCT116. Synergy scores: CSS=12.4, Synergy_ZIP=4.15, Synergy_Bliss=3.43, Synergy_Loewe=-18.4, Synergy_HSA=4.01. (2) Drug 1: CN(C(=O)NC(C=O)C(C(C(CO)O)O)O)N=O. Drug 2: CC1=C(C(=O)C2=C(C1=O)N3CC4C(C3(C2COC(=O)N)OC)N4)N. Cell line: SK-OV-3. Synergy scores: CSS=26.1, Synergy_ZIP=-6.72, Synergy_Bliss=-0.816, Synergy_Loewe=-76.3, Synergy_HSA=-1.69. (3) Drug 1: CN1CCC(CC1)COC2=C(C=C3C(=C2)N=CN=C3NC4=C(C=C(C=C4)Br)F)OC. Drug 2: CC1C(C(CC(O1)OC2CC(CC3=C2C(=C4C(=C3O)C(=O)C5=C(C4=O)C(=CC=C5)OC)O)(C(=O)C)O)N)O.Cl. Cell line: RXF 393. Synergy scores: CSS=18.7, Synergy_ZIP=-1.97, Synergy_Bliss=8.13, Synergy_Loewe=7.00, Synergy_HSA=9.38. (4) Drug 1: C1=C(C(=O)NC(=O)N1)N(CCCl)CCCl. Drug 2: CCC(=C(C1=CC=CC=C1)C2=CC=C(C=C2)OCCN(C)C)C3=CC=CC=C3.C(C(=O)O)C(CC(=O)O)(C(=O)O)O. Cell line: SF-539. Synergy scores: CSS=37.0, Synergy_ZIP=-3.60, Synergy_Bliss=-1.68, Synergy_Loewe=-3.77, Synergy_HSA=-1.58.